Dataset: Catalyst prediction with 721,799 reactions and 888 catalyst types from USPTO. Task: Predict which catalyst facilitates the given reaction. (1) Reactant: [CH:1]1([C:4]([NH:6][C:7]2[S:8][C:9]3[C:14]([N:15]=2)=[CH:13][CH:12]=[C:11]([O:16][C:17]2[CH:18]=[C:19]([CH:24]=[CH:25][C:26]=2[O:27][CH3:28])[C:20]([O:22]C)=[O:21])[N:10]=3)=[O:5])[CH2:3][CH2:2]1.O1CCCC1.[OH-].[Na+].Cl. Product: [CH:1]1([C:4]([NH:6][C:7]2[S:8][C:9]3[C:14]([N:15]=2)=[CH:13][CH:12]=[C:11]([O:16][C:17]2[CH:18]=[C:19]([CH:24]=[CH:25][C:26]=2[O:27][CH3:28])[C:20]([OH:22])=[O:21])[N:10]=3)=[O:5])[CH2:3][CH2:2]1. The catalyst class is: 5. (2) Reactant: [H-].[Na+].[CH3:3][C:4](=[N:6][OH:7])[CH3:5].Br[C:9]1[CH:10]=[C:11](F)[C:12]([C:15]#[N:16])=[N:13][CH:14]=1. Product: [C:4](=[N:6][O:7][C:11]1[C:12]([C:15]#[N:16])=[N:13][CH:14]=[C:9]([O:7][N:6]=[C:4]([CH3:5])[CH3:3])[CH:10]=1)([CH3:5])[CH3:3]. The catalyst class is: 9.